From a dataset of Full USPTO retrosynthesis dataset with 1.9M reactions from patents (1976-2016). Predict the reactants needed to synthesize the given product. The reactants are: I[C:2]1[CH:29]=[CH:28][C:5]2[N:6]([CH2:9][C:10]3[CH:15]=[CH:14][C:13]([O:16][CH2:17][C:18]4[CH:19]=[N:20][C:21]([O:24][CH3:25])=[CH:22][CH:23]=4)=[C:12]([O:26][CH3:27])[CH:11]=3)[CH:7]=[N:8][C:4]=2[CH:3]=1.[NH:30]1[CH2:35][CH2:34][O:33][CH2:32][CH2:31]1.C(=O)([O-])[O-].[K+].[K+].N1CCC[C@H]1C(O)=O. Given the product [CH3:27][O:26][C:12]1[CH:11]=[C:10]([CH:15]=[CH:14][C:13]=1[O:16][CH2:17][C:18]1[CH:19]=[N:20][C:21]([O:24][CH3:25])=[CH:22][CH:23]=1)[CH2:9][N:6]1[C:5]2[CH:28]=[CH:29][C:2]([N:30]3[CH2:35][CH2:34][O:33][CH2:32][CH2:31]3)=[CH:3][C:4]=2[N:8]=[CH:7]1, predict the reactants needed to synthesize it.